Dataset: Full USPTO retrosynthesis dataset with 1.9M reactions from patents (1976-2016). Task: Predict the reactants needed to synthesize the given product. (1) Given the product [F:26][C:27]([F:35])([F:34])[CH:28]([CH3:33])[CH2:29][C:30]([CH:20]1[NH:19][CH2:18][C:16]2=[C:15]3[C:11](=[C:10]([C:22]([F:25])([F:24])[F:23])[C:9]([CH2:1][CH2:2][C:3]4[CH:4]=[CH:5][CH:6]=[CH:7][CH:8]=4)=[CH:17]2)[CH:12]=[CH:13][N:14]3[CH2:21]1)=[O:31], predict the reactants needed to synthesize it. The reactants are: [CH2:1]([C:9]1[C:10]([C:22]([F:25])([F:24])[F:23])=[C:11]2[C:15]3=[C:16]([CH2:18][NH:19][CH2:20][CH2:21][N:14]3[CH:13]=[CH:12]2)[CH:17]=1)[CH2:2][C:3]1[CH:8]=[CH:7][CH:6]=[CH:5][CH:4]=1.[F:26][C:27]([F:35])([F:34])[CH:28]([CH3:33])[CH2:29][C:30](O)=[O:31].CN(C(ON1N=NC2C=CC=NC1=2)=[N+](C)C)C.F[P-](F)(F)(F)(F)F.C(N(CC)CC)C. (2) Given the product [C:1]([O:5][C:6](=[O:34])[NH:7][CH2:8][CH2:9][CH2:10][N:11]([CH:12]([C:16]1[N:21]([CH2:22][C:23]2[CH:28]=[CH:27][CH:26]=[CH:25][CH:24]=2)[C:20](=[O:29])[C:19]2=[C:30]([Cl:33])[CH:31]=[CH:32][N:18]2[N:17]=1)[CH:13]1[CH2:14][CH2:15]1)[C:47](=[O:48])[C:46]1[CH:50]=[CH:51][C:43]([Cl:42])=[CH:44][CH:45]=1)([CH3:4])([CH3:2])[CH3:3], predict the reactants needed to synthesize it. The reactants are: [C:1]([O:5][C:6](=[O:34])[NH:7][CH2:8][CH2:9][CH2:10][NH:11][CH:12]([C:16]1[N:21]([CH2:22][C:23]2[CH:28]=[CH:27][CH:26]=[CH:25][CH:24]=2)[C:20](=[O:29])[C:19]2=[C:30]([Cl:33])[CH:31]=[CH:32][N:18]2[N:17]=1)[CH:13]1[CH2:15][CH2:14]1)([CH3:4])([CH3:3])[CH3:2].C(N(CC)CC)C.[Cl:42][C:43]1[CH:51]=[CH:50][C:46]([C:47](Cl)=[O:48])=[CH:45][CH:44]=1. (3) Given the product [CH:19]([C:16]1[CH:17]=[CH:18][C:13]([C:2]2([NH:1][C:28](=[O:29])[O:27][CH3:25])[C:10](=[O:11])[C:9]3[C:4](=[CH:5][CH:6]=[CH:7][CH:8]=3)[C:3]2=[O:12])=[C:14]([O:22][CH3:23])[CH:15]=1)([CH3:21])[CH3:20], predict the reactants needed to synthesize it. The reactants are: [NH2:1][C:2]1([C:13]2[CH:18]=[CH:17][C:16]([CH:19]([CH3:21])[CH3:20])=[CH:15][C:14]=2[O:22][CH3:23])[C:10](=[O:11])[C:9]2[C:4](=[CH:5][CH:6]=[CH:7][CH:8]=2)[C:3]1=[O:12].Cl[C:25](Cl)([O:27][C:28](=O)[O:29]C(Cl)(Cl)Cl)Cl. (4) Given the product [C:1]1(=[O:11])[C:10]2[CH2:9][CH2:8][CH2:7][CH2:6][C:5]=2[CH:4]=[CH:3][NH:2]1, predict the reactants needed to synthesize it. The reactants are: [C:1]1(=[O:11])[C:10]2[C:5](=[CH:6][CH:7]=[CH:8][CH:9]=2)[CH:4]=[CH:3][NH:2]1. (5) Given the product [Cl:28][C:9]1[CH:8]=[C:7]2[C:12]([C:13]([O:15][CH2:16][C:17](=[O:27])[NH:18][C:19]3[CH:24]=[CH:23][CH:22]=[CH:21][C:20]=3[CH2:25][OH:26])=[CH:14][C:5]([C:3]([OH:4])=[O:2])=[CH:6]2)=[CH:11][CH:10]=1, predict the reactants needed to synthesize it. The reactants are: C[O:2][C:3]([C:5]1[CH:14]=[C:13]([O:15][CH2:16][C:17](=[O:27])[NH:18][C:19]2[CH:24]=[CH:23][CH:22]=[CH:21][C:20]=2[CH2:25][OH:26])[C:12]2[C:7](=[CH:8][C:9]([Cl:28])=[CH:10][CH:11]=2)[CH:6]=1)=[O:4].[Li+].[OH-]. (6) Given the product [F:26][C:27]1[CH:32]=[CH:31][CH:30]=[C:29]([F:33])[C:28]=1[C:34]([F:39])([F:38])[C:35]([NH:1][CH2:2][C:3]1[CH:4]=[C:5]2[C:9](=[CH:10][CH:11]=1)[C:8](=[O:12])[N:7]([CH:13]1[CH2:18][CH2:17][C:16](=[O:19])[NH:15][C:14]1=[O:20])[CH2:6]2)=[O:36], predict the reactants needed to synthesize it. The reactants are: [NH2:1][CH2:2][C:3]1[CH:4]=[C:5]2[C:9](=[CH:10][CH:11]=1)[C:8](=[O:12])[N:7]([CH:13]1[CH2:18][CH2:17][C:16](=[O:19])[NH:15][C:14]1=[O:20])[CH2:6]2.S(O)(=O)(=O)C.[F:26][C:27]1[CH:32]=[CH:31][CH:30]=[C:29]([F:33])[C:28]=1[C:34]([F:39])([F:38])[C:35](O)=[O:36].C(N(C(C)C)CC)(C)C.F[P-](F)(F)(F)(F)F.CN(C(N(C)C)=[N+]1C2C(=NC=CC=2)[N+]([O-])=N1)C.